Task: Predict the reaction yield, written as a fraction of the theoretical maximum amount of product (1.0 means a 100% yield; for example, 0.34 means a 34% yield).. Dataset: Reaction yield outcomes from USPTO patents with 853,638 reactions (1) The reactants are [CH2:1]([O:8][C:9]1[CH:14]=[CH:13][C:12]([CH2:15][C@H:16]([NH:20][C:21](=[O:27])[O:22][C:23]([CH3:26])([CH3:25])[CH3:24])[C:17](=O)[NH2:18])=[CH:11][CH:10]=1)[C:2]1[CH:7]=[CH:6][CH:5]=[CH:4][CH:3]=1.COC1C=CC(P2(SP(C3C=CC(OC)=CC=3)(=S)S2)=[S:37])=CC=1.C(=O)([O-])O.[Na+]. The catalyst is O1CCCC1. The product is [CH2:1]([O:8][C:9]1[CH:14]=[CH:13][C:12]([CH2:15][C@H:16]([NH:20][C:21](=[O:27])[O:22][C:23]([CH3:26])([CH3:25])[CH3:24])[C:17](=[S:37])[NH2:18])=[CH:11][CH:10]=1)[C:2]1[CH:7]=[CH:6][CH:5]=[CH:4][CH:3]=1. The yield is 0.340. (2) The catalyst is CO. The reactants are [Cl:1][C:2]1[CH:3]=[C:4]([C:8]2[N:13]=[C:12]([O:14][C:15]3[CH:20]=[CH:19][C:18]([CH2:21][C:22]([O:24]C)=O)=[CH:17][CH:16]=3)[CH:11]=[C:10]([CH2:26][CH3:27])[N:9]=2)[CH:5]=[CH:6][CH:7]=1.[NH3:28]. The product is [Cl:1][C:2]1[CH:3]=[C:4]([C:8]2[N:13]=[C:12]([O:14][C:15]3[CH:20]=[CH:19][C:18]([CH2:21][C:22]([NH2:28])=[O:24])=[CH:17][CH:16]=3)[CH:11]=[C:10]([CH2:26][CH3:27])[N:9]=2)[CH:5]=[CH:6][CH:7]=1. The yield is 0.640. (3) The reactants are [CH3:1][C:2]1[N:3]([CH:15]([CH:17]2[CH2:22][CH2:21][O:20][CH2:19][CH2:18]2)[CH3:16])[C:4]2[C:9]([C:10]=1[C:11]([O:13]C)=[O:12])=[CH:8][CH:7]=[CH:6][CH:5]=2.Cl. The catalyst is C(O)C.[OH-].[Na+]. The product is [CH3:1][C:2]1[N:3]([CH:15]([CH:17]2[CH2:18][CH2:19][O:20][CH2:21][CH2:22]2)[CH3:16])[C:4]2[C:9]([C:10]=1[C:11]([OH:13])=[O:12])=[CH:8][CH:7]=[CH:6][CH:5]=2. The yield is 0.610.